From a dataset of Catalyst prediction with 721,799 reactions and 888 catalyst types from USPTO. Predict which catalyst facilitates the given reaction. (1) Reactant: [CH3:1][O:2][C:3](=[O:37])[N:4]=[C:5]([S:35][CH3:36])[C:6](=[N:17][C:18]1[CH:23]=[CH:22][C:21]([C:24]#[N:25])=[C:20]([CH2:26][NH:27][C:28]([O:30][C:31]([CH3:34])([CH3:33])[CH3:32])=[O:29])[CH:19]=1)[C:7]1[CH:12]=[C:11]([CH2:13][CH3:14])[CH:10]=[C:9]([OH:15])[C:8]=1[F:16].CN(C=O)C.C(=O)([O-])[O-].[Cs+].[Cs+].I[CH2:50][CH2:51][O:52][Si:53]([CH:60]([CH3:62])[CH3:61])([CH:57]([CH3:59])[CH3:58])[CH:54]([CH3:56])[CH3:55]. Product: [CH3:1][O:2][C:3](=[O:37])[N:4]=[C:5]([S:35][CH3:36])[C:6](=[N:17][C:18]1[CH:23]=[CH:22][C:21]([C:24]#[N:25])=[C:20]([CH2:26][NH:27][C:28]([O:30][C:31]([CH3:32])([CH3:33])[CH3:34])=[O:29])[CH:19]=1)[C:7]1[CH:12]=[C:11]([CH2:13][CH3:14])[CH:10]=[C:9]([O:15][CH2:50][CH2:51][O:52][Si:53]([CH:57]([CH3:58])[CH3:59])([CH:54]([CH3:56])[CH3:55])[CH:60]([CH3:61])[CH3:62])[C:8]=1[F:16]. The catalyst class is: 69. (2) Reactant: [F:1][C:2]1[CH:3]=[C:4]([C:9]2([CH2:15][CH2:16][C:17]([OH:19])=O)[CH2:14][CH2:13][CH2:12][CH2:11][CH2:10]2)[CH:5]=[C:6]([F:8])[CH:7]=1.O/[N:21]=[C:22](/[C:24]1[C:25](=[O:31])[NH:26][C:27]([CH3:30])=[CH:28][CH:29]=1)\[NH2:23].C(N=C=NC(C)C)(C)C.CCCC[N+](CCCC)(CCCC)CCCC.[F-].C1C2C(C3ON=C(N)N=3)CN(C2)C1. Product: [F:1][C:2]1[CH:3]=[C:4]([C:9]2([CH2:15][CH2:16][C:17]3[O:19][N:23]=[C:22]([C:24]4[C:25](=[O:31])[NH:26][C:27]([CH3:30])=[CH:28][CH:29]=4)[N:21]=3)[CH2:10][CH2:11][CH2:12][CH2:13][CH2:14]2)[CH:5]=[C:6]([F:8])[CH:7]=1. The catalyst class is: 290. (3) Reactant: [C@@H:1]1(O)[C:10]2[C:5](=[CH:6][CH:7]=[CH:8][CH:9]=2)[CH2:4][CH2:3][CH2:2]1.C1(P([N:26]=[N+:27]=[N-:28])(C2C=CC=CC=2)=O)C=CC=CC=1.C1(C2CCCCCCCCCC=2)CCCCCCCCNN=1.O. Product: [N:26]([C@H:1]1[C:10]2[C:5](=[CH:6][CH:7]=[CH:8][CH:9]=2)[CH2:4][CH2:3][CH2:2]1)=[N+:27]=[N-:28]. The catalyst class is: 11. (4) Reactant: C(OC([N:8]1[CH2:17][C:16]2[CH:18]=[C:19]([Cl:22])[CH:20]=[CH:21][C:15]=2[N:14]2[C:10](=[N:11][N:12]=[C:13]2[Br:23])[CH2:9]1)=O)(C)(C)C.Cl. Product: [Br:23][C:13]1[N:14]2[C:10]([CH2:9][NH:8][CH2:17][C:16]3[CH:18]=[C:19]([Cl:22])[CH:20]=[CH:21][C:15]=32)=[N:11][N:12]=1. The catalyst class is: 74. (5) Reactant: [F:1][C:2]1([CH:8]([OH:11])C#N)[CH2:7][CH2:6][O:5][CH2:4][CH2:3]1.[BH4-].[Na+]. Product: [F:1][C:2]1([CH2:8][OH:11])[CH2:7][CH2:6][O:5][CH2:4][CH2:3]1. The catalyst class is: 378. (6) Reactant: [C:1]([O:5][C:6]([N:8]1[CH2:13][CH2:12][CH:11]([CH2:14][CH2:15][N:16]2[CH2:21][CH2:20][N:19]([C:22]3[CH:27]=[CH:26][CH:25]=[C:24]([CH2:28][OH:29])[CH:23]=3)[CH2:18][CH2:17]2)[CH2:10][CH2:9]1)=[O:7])([CH3:4])([CH3:3])[CH3:2].[H-].[Na+].I[CH3:33]. Product: [C:1]([O:5][C:6]([N:8]1[CH2:13][CH2:12][CH:11]([CH2:14][CH2:15][N:16]2[CH2:17][CH2:18][N:19]([C:22]3[CH:27]=[CH:26][CH:25]=[C:24]([CH2:28][O:29][CH3:33])[CH:23]=3)[CH2:20][CH2:21]2)[CH2:10][CH2:9]1)=[O:7])([CH3:4])([CH3:2])[CH3:3]. The catalyst class is: 16. (7) Reactant: [F:1][C:2]1[CH:7]=[CH:6][C:5]([S:8](Cl)(=[O:10])=[O:9])=[C:4]([CH2:12][C@@H:13]2[CH2:17][CH2:16][N:15]([C:18](=[O:23])[C:19]([F:22])([F:21])[F:20])[CH2:14]2)[CH:3]=1.[NH2:24][C:25]1[C:34]([C:35]([O:37][CH3:38])=[O:36])=[C:33]2[C:28]([CH:29]3[CH2:39][CH:30]3[CH2:31][O:32]2)=[C:27]([F:40])[CH:26]=1. Product: [F:40][C:27]1[CH:26]=[C:25]([NH:24][S:8]([C:5]2[CH:6]=[CH:7][C:2]([F:1])=[CH:3][C:4]=2[CH2:12][C@@H:13]2[CH2:17][CH2:16][N:15]([C:18](=[O:23])[C:19]([F:22])([F:21])[F:20])[CH2:14]2)(=[O:10])=[O:9])[C:34]([C:35]([O:37][CH3:38])=[O:36])=[C:33]2[C:28]=1[CH:29]1[CH2:39][CH:30]1[CH2:31][O:32]2. The catalyst class is: 202. (8) Product: [Cl:12][C:4]1[N:3]=[C:2]([NH:14][NH2:15])[CH:7]=[CH:6][C:5]=1[C:8]([F:11])([F:10])[F:9]. Reactant: Cl[C:2]1[CH:7]=[CH:6][C:5]([C:8]([F:11])([F:10])[F:9])=[C:4]([Cl:12])[N:3]=1.O.[NH2:14][NH2:15]. The catalyst class is: 8. (9) Reactant: Cl[C:2]1[N:7]=[C:6]2[NH:8][N:9]=[C:10]([C:11]3[CH:16]=[CH:15][N:14]=[C:13]([S:17][CH3:18])[N:12]=3)[C:5]2=[CH:4][N:3]=1.[O:19]1[CH2:24][CH2:23][N:22]([CH2:25][CH2:26][NH2:27])[CH2:21][CH2:20]1.C(N(CC)CC)C. Product: [CH3:18][S:17][C:13]1[N:12]=[C:11]([C:10]2[C:5]3[C:6](=[N:7][C:2]([NH:27][CH2:26][CH2:25][N:22]4[CH2:23][CH2:24][O:19][CH2:20][CH2:21]4)=[N:3][CH:4]=3)[NH:8][N:9]=2)[CH:16]=[CH:15][N:14]=1. The catalyst class is: 41.